Predict the product of the given reaction. From a dataset of Forward reaction prediction with 1.9M reactions from USPTO patents (1976-2016). Given the reactants Br[C:2]1[CH:7]=[CH:6][C:5]([NH2:8])=[C:4]([F:9])[CH:3]=1.[F:10][C:11]1[CH:16]=[C:15]([F:17])[CH:14]=[CH:13][C:12]=1B(O)O.C(=O)([O-])[O-].[Na+].[Na+], predict the reaction product. The product is: [F:9][C:4]1[CH:3]=[C:2]([C:14]2[CH:13]=[CH:12][C:11]([F:10])=[CH:16][C:15]=2[F:17])[CH:7]=[CH:6][C:5]=1[NH2:8].